From a dataset of Serine/threonine kinase 33 screen with 319,792 compounds. Binary Classification. Given a drug SMILES string, predict its activity (active/inactive) in a high-throughput screening assay against a specified biological target. (1) The drug is Clc1c(CSc2[nH]n3c(=O)c(CC)c(nc3n2)C)cccc1. The result is 0 (inactive). (2) The compound is s1c2nc3CCCC(=O)c3cc2c(N)c1C(=O)NCc1ccccc1. The result is 0 (inactive). (3) The molecule is S=C(N(Cc1cc(OC)c(OC)cc1)Cc1ccc(cc1)C(O)=O)Nc1cc(cc(c1)C)C. The result is 0 (inactive). (4) The molecule is O=S(NC1CCCCC1)C12CC3CC(C2)CC(C1)C3. The result is 0 (inactive). (5) The compound is Fc1c(CC(=O)Nc2c3ncn(C(C)C)c3cc(OC(CC)CO)c2)cccc1. The result is 1 (active). (6) The molecule is Clc1c(cc(NC(=O)CN(C(=O)c2cc3nc(c(nc3cc2)CC)CC)C)cc1)C(F)(F)F. The result is 0 (inactive). (7) The compound is O=C(N1C2CCC1C(=C(C2)c1cc(OCc2ccccc2)ccc1)C(OC)=O)NCCOc1ccc(OC)cc1. The result is 0 (inactive). (8) The drug is S(CC(=O)N(CCc1cc(OC)c(OC)cc1)C)c1ncnc2sccc12. The result is 0 (inactive).